From a dataset of Catalyst prediction with 721,799 reactions and 888 catalyst types from USPTO. Predict which catalyst facilitates the given reaction. (1) Reactant: Cl[CH2:2][C:3]([NH:5][CH:6]1[CH2:8][CH2:7]1)=[O:4].[Br:9][C:10]1[CH:11]=[C:12]([OH:17])[CH:13]=[CH:14][C:15]=1[F:16].C([O-])([O-])=O.[K+].[K+]. Product: [Br:9][C:10]1[CH:11]=[C:12]([CH:13]=[CH:14][C:15]=1[F:16])[O:17][CH2:2][C:3]([NH:5][CH:6]1[CH2:8][CH2:7]1)=[O:4]. The catalyst class is: 21. (2) Reactant: C([O:3][C:4]([C:6]1[C:15](=[O:16])[C:14]2[C:9](=[N:10][C:11](F)=[C:12]([CH2:17][C:18]3[CH:23]=[CH:22][CH:21]=[C:20]([Cl:24])[C:19]=3[F:25])[CH:13]=2)[N:8]([C@H:27]([C:32](C)(C)[O:33][SiH2]C(C)(C)C)[C:28]([CH3:31])([CH3:30])[CH3:29])[CH:7]=1)=[O:5])C.[NH:41]1[CH2:46][CH2:45][O:44][CH2:43][CH2:42]1.[OH-].[Na+]. Product: [CH3:31][C:28]([C@H:27]([N:8]1[C:9]2[C:14](=[CH:13][C:12]([CH2:17][C:18]3[CH:23]=[CH:22][CH:21]=[C:20]([Cl:24])[C:19]=3[F:25])=[C:11]([N:41]3[CH2:46][CH2:45][O:44][CH2:43][CH2:42]3)[N:10]=2)[C:15](=[O:16])[C:6]([C:4]([OH:5])=[O:3])=[CH:7]1)[CH2:32][OH:33])([CH3:29])[CH3:30]. The catalyst class is: 5. (3) Product: [CH:1]1([CH2:4][NH:5][N:6]2[C:15]3[C:10](=[CH:11][CH:12]=[CH:13][CH:14]=3)[C:9]([OH:16])=[C:8]([C:17]3[NH:22][C:21]4[CH:23]=[CH:24][C:25]([OH:27])=[C:26]([N+:31]([O-:33])=[O:32])[C:20]=4[S:19](=[O:28])(=[O:29])[N:18]=3)[C:7]2=[O:30])[CH2:2][CH2:3]1. The catalyst class is: 65. Reactant: [CH:1]1([CH2:4][NH:5][N:6]2[C:15]3[C:10](=[CH:11][CH:12]=[CH:13][CH:14]=3)[C:9]([OH:16])=[C:8]([C:17]3[NH:22][C:21]4[CH:23]=[CH:24][C:25]([OH:27])=[CH:26][C:20]=4[S:19](=[O:29])(=[O:28])[N:18]=3)[C:7]2=[O:30])[CH2:3][CH2:2]1.[N+:31]([O-])([O-:33])=[O:32].[NH4+]. (4) Reactant: [CH3:1][C:2]1([CH3:9])[CH2:6][NH:5][S:4](=[O:8])(=[O:7])[NH:3]1.[H-].[Na+].Cl[C:13]1[N:18]=[C:17]([Cl:19])[C:16]([C:20]2[CH:25]=[CH:24][C:23]([Cl:26])=[CH:22][CH:21]=2)=[CH:15][N:14]=1.[NH4+].[Cl-]. Product: [Cl:19][C:17]1[C:16]([C:20]2[CH:25]=[CH:24][C:23]([Cl:26])=[CH:22][CH:21]=2)=[CH:15][N:14]=[C:13]([N:5]2[CH2:6][C:2]([CH3:9])([CH3:1])[NH:3][S:4]2(=[O:8])=[O:7])[N:18]=1. The catalyst class is: 1. (5) Reactant: [CH3:1][O:2][C:3](=[O:22])[C@H:4]([OH:21])[CH2:5][NH:6][C:7]1[CH:8]=[C:9]2[C:13](=[CH:14][CH:15]=1)[N:12]([CH2:16][CH:17]([CH3:19])[CH3:18])[C:11](=[O:20])[CH2:10]2.[C:23](OCC)(=[O:25])C. Product: [CH3:1][O:2][C:3]([C@@H:4]1[O:21][C:23](=[O:25])[N:6]([C:7]2[CH:8]=[C:9]3[C:13](=[CH:14][CH:15]=2)[N:12]([CH2:16][CH:17]([CH3:19])[CH3:18])[C:11](=[O:20])[CH2:10]3)[CH2:5]1)=[O:22]. The catalyst class is: 10. (6) Reactant: [C:1]([C:3]1([CH2:13][O:14][C:15]2[C:27]([CH:28]3[CH2:30][CH2:29]3)=[CH:26][C:18]([C:19]([O:21]C(C)(C)C)=[O:20])=[C:17]([F:31])[CH:16]=2)[CH:10]2[CH2:11][CH:6]3[CH2:7][CH:8]([CH2:12][CH:4]1[CH2:5]3)[CH2:9]2)#[N:2]. Product: [C:1]([C:3]1([CH2:13][O:14][C:15]2[C:27]([CH:28]3[CH2:30][CH2:29]3)=[CH:26][C:18]([C:19]([OH:21])=[O:20])=[C:17]([F:31])[CH:16]=2)[CH:4]2[CH2:5][CH:6]3[CH2:7][CH:8]([CH2:9][CH:10]1[CH2:11]3)[CH2:12]2)#[N:2]. The catalyst class is: 4.